From a dataset of Retrosynthesis with 50K atom-mapped reactions and 10 reaction types from USPTO. Predict the reactants needed to synthesize the given product. (1) Given the product CCCOc1sc(C(N)=O)c2c1-c1c(cnn1C)CC2, predict the reactants needed to synthesize it. The reactants are: CCCOc1sc(C(=O)O)c2c1-c1c(cnn1C)CC2.On1nnc2ccccc21. (2) Given the product N#Cc1cc(Oc2ccc(N)cc2F)ccn1, predict the reactants needed to synthesize it. The reactants are: N#Cc1cc(Cl)ccn1.Nc1ccc(O)c(F)c1. (3) Given the product C[C@@]1(O)[C@H](O)[C@@H](CO)O[C@H]1n1cc(I)c2c(N)ncnc21, predict the reactants needed to synthesize it. The reactants are: C[C@@]1(O)[C@H](O)[C@@H](CO)O[C@H]1n1cc(I)c2c(Cl)ncnc21.N. (4) Given the product c1ccc2[nH]c(Cn3ccnc3)nc2c1, predict the reactants needed to synthesize it. The reactants are: ClCc1nc2ccccc2[nH]1.c1c[nH]cn1. (5) Given the product COc1cc(CO)ccc1OCc1csc(N2CCOCC2)n1, predict the reactants needed to synthesize it. The reactants are: COc1cc(C=O)ccc1OCc1csc(N2CCOCC2)n1. (6) The reactants are: CCOC(=O)C(CN1C(=O)c2cccc(F)c2C1=O)C1(C)OCCO1. Given the product CCOC(=O)C(CN1C(=O)c2cccc(F)c2C1=O)C(C)=O, predict the reactants needed to synthesize it. (7) Given the product CC(C)NC(=O)N1CCC(CC(=O)NOC2CCCCO2)(c2ccc(-c3ccc(-c4cnco4)cc3)s2)S(=O)(=O)CC1, predict the reactants needed to synthesize it. The reactants are: CC(C)N=C=O.O=C(CC1(c2ccc(-c3ccc(-c4cnco4)cc3)s2)CCNCCS1(=O)=O)NOC1CCCCO1. (8) Given the product COc1ccccc1CC(=O)N1CC2C(C1)C(O)(c1ccccc1OC)CCC2(C)c1ccccc1, predict the reactants needed to synthesize it. The reactants are: COc1ccccc1Br.COc1ccccc1CC(=O)N1CC2C(=O)CCC(C)(c3ccccc3)C2C1.